Task: Predict the reactants needed to synthesize the given product.. Dataset: Full USPTO retrosynthesis dataset with 1.9M reactions from patents (1976-2016) (1) Given the product [O:1]([CH2:19][CH2:20][C:21]1([CH2:27][CH2:32][NH2:31])[CH2:22][CH2:23][CH2:24][CH2:25][CH2:26]1)[Si:2]([C:15]([CH3:17])([CH3:18])[CH3:16])([C:9]1[CH:10]=[CH:11][CH:12]=[CH:13][CH:14]=1)[C:3]1[CH:8]=[CH:7][CH:6]=[CH:5][CH:4]=1, predict the reactants needed to synthesize it. The reactants are: [O:1]([CH2:19][CH2:20][C:21]1([C:27]23C=CC=CC2C([NH:31][C:32]3=O)=O)[CH2:26][CH2:25][CH2:24][CH2:23][CH2:22]1)[Si:2]([C:15]([CH3:18])([CH3:17])[CH3:16])([C:9]1[CH:14]=[CH:13][CH:12]=[CH:11][CH:10]=1)[C:3]1[CH:8]=[CH:7][CH:6]=[CH:5][CH:4]=1.O.NN.C(OCC)C. (2) Given the product [C:6]([C:7]1[C:15]2[S:14][C:13]([NH:16][C:17]([NH:19][CH2:20][CH3:21])=[O:18])=[N:12][C:11]=2[CH:10]=[CH:9][CH:8]=1)#[CH:5], predict the reactants needed to synthesize it. The reactants are: C[Si]([C:5]#[C:6][C:7]1[C:15]2[S:14][C:13]([NH:16][C:17]([NH:19][CH2:20][CH3:21])=[O:18])=[N:12][C:11]=2[CH:10]=[CH:9][CH:8]=1)(C)C.[OH-].[K+].CN(C=O)C.CO. (3) Given the product [CH2:1]([O:11][C:12]1[CH:17]=[CH:16][CH:15]=[CH:14][C:13]=1[C:20]#[C:19][C:21]1[CH:26]=[CH:25][C:24]([C:27]#[C:28][C:17]2[CH:16]=[CH:15][CH:14]=[CH:13][C:12]=2[O:11][CH2:1][CH2:2][CH2:3][CH2:4][CH2:5][CH2:6][CH2:7][CH2:8][CH2:9][CH3:10])=[CH:23][CH:22]=1)[CH2:2][CH2:3][CH2:4][CH2:5][CH2:6][CH2:7][CH2:8][CH2:9][CH3:10], predict the reactants needed to synthesize it. The reactants are: [CH2:1]([O:11][C:12]1[CH:17]=[CH:16][C:15](I)=[CH:14][CH:13]=1)[CH2:2][CH2:3][CH2:4][CH2:5][CH2:6][CH2:7][CH2:8][CH2:9][CH3:10].[C:19]([C:21]1[CH:26]=[CH:25][C:24]([C:27]#[CH:28])=[CH:23][CH:22]=1)#[CH:20]. (4) Given the product [Si:20]([O:19][CH2:18][CH2:17][O:16][C:14]1[CH:13]=[CH:12][N:11]=[C:10]([NH:9][C:4]2[CH:3]=[C:2]([C:41]#[C:40][Si:37]([CH3:39])([CH3:38])[CH3:36])[CH:7]=[C:6]([CH3:8])[CH:5]=2)[N:15]=1)([C:23]([CH3:26])([CH3:25])[CH3:24])([CH3:22])[CH3:21], predict the reactants needed to synthesize it. The reactants are: Br[C:2]1[CH:3]=[C:4]([NH:9][C:10]2[N:15]=[C:14]([O:16][CH2:17][CH2:18][O:19][Si:20]([C:23]([CH3:26])([CH3:25])[CH3:24])([CH3:22])[CH3:21])[CH:13]=[CH:12][N:11]=2)[CH:5]=[C:6]([CH3:8])[CH:7]=1.CCN(C(C)C)C(C)C.[CH3:36][Si:37]([C:40]#[CH:41])([CH3:39])[CH3:38]. (5) Given the product [C:18]([C:17]1[N:16]=[CH:15][C:14]([NH:20][C@@H:21]2[CH2:26][CH2:25][CH2:24][CH2:23][C@@H:22]2[NH:27][C:28](=[O:34])[O:29][C:30]([CH3:33])([CH3:32])[CH3:31])=[CH:13][C:12]=1[NH:11][C:7]1[CH:6]=[CH:5][C:4]([OH:69])=[C:9]([CH3:10])[N:8]=1)(=[O:1])[NH2:19], predict the reactants needed to synthesize it. The reactants are: [OH-:1].[Na+].Br[C:4]1[CH:5]=[CH:6][C:7]([NH:11][C:12]2[CH:13]=[C:14]([NH:20][C@@H:21]3[CH2:26][CH2:25][CH2:24][CH2:23][C@@H:22]3[NH:27][C:28](=[O:34])[O:29][C:30]([CH3:33])([CH3:32])[CH3:31])[CH:15]=[N:16][C:17]=2[C:18]#[N:19])=[N:8][C:9]=1[CH3:10].C(P(C(C)(C)C)C1C(C)=C(C)C(C)=C(C)C=1C1C(C(C)C)=CC(C(C)C)=CC=1C(C)C)(C)(C)C.[O:69]1CCOCC1. (6) Given the product [NH2:11][C:7]1[CH:6]=[C:5]2[C:10]([C:2]([CH3:1])=[N:3][N:4]2[C:14]([O:16][C:17]([CH3:19])([CH3:18])[CH3:20])=[O:15])=[CH:9][CH:8]=1, predict the reactants needed to synthesize it. The reactants are: [CH3:1][C:2]1[C:10]2[C:5](=[CH:6][C:7]([N+:11]([O-])=O)=[CH:8][CH:9]=2)[N:4]([C:14]([O:16][C:17]([CH3:20])([CH3:19])[CH3:18])=[O:15])[N:3]=1.CCCCCCC. (7) Given the product [Br:24][C:25]1[CH:26]=[CH:27][C:28]([CH:31]([NH:33][C:34]([NH:14][C:11]2[CH:12]=[CH:13][C:8]([C:6]3[CH:5]=[CH:4][N:3]=[C:2]([CH3:1])[CH:7]=3)=[CH:9][CH:10]=2)=[O:35])[CH3:32])=[CH:29][CH:30]=1, predict the reactants needed to synthesize it. The reactants are: [CH3:1][C:2]1[CH:7]=[C:6]([C:8]2[CH:13]=[CH:12][C:11]([NH2:14])=[CH:10][CH:9]=2)[CH:5]=[CH:4][N:3]=1.CCN(C(C)C)C(C)C.[Br:24][C:25]1[CH:30]=[CH:29][C:28]([CH:31]([N:33]=[C:34]=[O:35])[CH3:32])=[CH:27][CH:26]=1.